From a dataset of Full USPTO retrosynthesis dataset with 1.9M reactions from patents (1976-2016). Predict the reactants needed to synthesize the given product. (1) Given the product [CH:18]1([CH2:17][O:16][C:13]2[CH:14]=[CH:15][C:10]([C:9]3[O:22][C:2]4[CH:3]=[C:4]([O:23][CH2:24][C@@H:25]([NH:27][C:28](=[O:34])[O:29][C:30]([CH3:33])([CH3:32])[CH3:31])[CH3:26])[N:5]=[CH:6][C:7]=4[N:8]=3)=[CH:11][C:12]=2[F:21])[CH2:20][CH2:19]1, predict the reactants needed to synthesize it. The reactants are: Cl[C:2]1[C:7]([NH:8][C:9](=[O:22])[C:10]2[CH:15]=[CH:14][C:13]([O:16][CH2:17][CH:18]3[CH2:20][CH2:19]3)=[C:12]([F:21])[CH:11]=2)=[CH:6][N:5]=[C:4]([O:23][CH2:24][C@@H:25]([NH:27][C:28](=[O:34])[O:29][C:30]([CH3:33])([CH3:32])[CH3:31])[CH3:26])[CH:3]=1.C(=O)([O-])[O-].[K+].[K+].O. (2) Given the product [C:41]([C:38]1[CH:39]=[CH:40][C:35]([CH:32]2[CH2:31][CH2:30][N:29]([C:27]([C:25]3[CH:24]=[CH:23][C:22]([CH3:43])=[C:21]([NH:20][S:17]([CH2:16][CH2:15][CH2:14][NH:13][CH2:5][C:6]4[CH:7]=[N:8][CH:9]=[CH:10][CH:11]=4)(=[O:19])=[O:18])[CH:26]=3)=[O:28])[CH2:34][CH2:33]2)=[CH:36][CH:37]=1)#[N:42], predict the reactants needed to synthesize it. The reactants are: C([BH3-])#N.[Na+].[CH:5](=O)[C:6]1[CH:11]=[CH:10][CH:9]=[N:8][CH:7]=1.[NH2:13][CH2:14][CH2:15][CH2:16][S:17]([NH:20][C:21]1[CH:26]=[C:25]([C:27]([N:29]2[CH2:34][CH2:33][CH:32]([C:35]3[CH:40]=[CH:39][C:38]([C:41]#[N:42])=[CH:37][CH:36]=3)[CH2:31][CH2:30]2)=[O:28])[CH:24]=[CH:23][C:22]=1[CH3:43])(=[O:19])=[O:18]. (3) Given the product [F:26][C:2]([F:1])([F:27])[C:3]([NH:5][CH2:6][CH2:7][CH2:8][C:9]1[C:10]([NH2:25])=[N:11][C:12](=[O:24])[N:13]([CH:23]=1)[C@@H:14]1[O:22][C@H:19]([CH2:20][OH:21])[C@@H:17]([OH:18])[C@H:15]1[OH:16])=[O:4], predict the reactants needed to synthesize it. The reactants are: [F:1][C:2]([F:27])([F:26])[C:3]([NH:5][CH2:6][C:7]#[C:8][C:9]1[C:10]([NH2:25])=[N:11][C:12](=[O:24])[N:13]([CH:23]=1)[C@@H:14]1[O:22][C@H:19]([CH2:20][OH:21])[C@@H:17]([OH:18])[C@H:15]1[OH:16])=[O:4].C([SiH](CC)CC)C. (4) Given the product [O:1]=[C:2]1[C:7]([C:8]([OH:10])=[O:9])=[CH:6][CH:5]=[CH:4][N:3]1[C:12]1[CH:17]=[CH:16][CH:15]=[CH:14][CH:13]=1, predict the reactants needed to synthesize it. The reactants are: [O:1]=[C:2]1[C:7]([C:8]([O:10]C)=[O:9])=[CH:6][CH:5]=[CH:4][N:3]1[C:12]1[CH:17]=[CH:16][CH:15]=[CH:14][CH:13]=1.[Li+].[OH-].CCOC(C)=O.Cl.